This data is from Catalyst prediction with 721,799 reactions and 888 catalyst types from USPTO. The task is: Predict which catalyst facilitates the given reaction. Reactant: [CH3:1][O:2][C:3]1[C:4]([C:16]([OH:18])=O)=[N:5][N:6]([CH2:8][O:9][CH2:10][CH2:11][Si:12]([CH3:15])([CH3:14])[CH3:13])[CH:7]=1.CC[N:21]=C=NCCCN(C)C.Cl.[NH4+].[Cl-]. The catalyst class is: 546. Product: [CH3:1][O:2][C:3]1[C:4]([C:16]([NH2:21])=[O:18])=[N:5][N:6]([CH2:8][O:9][CH2:10][CH2:11][Si:12]([CH3:15])([CH3:14])[CH3:13])[CH:7]=1.